Dataset: Forward reaction prediction with 1.9M reactions from USPTO patents (1976-2016). Task: Predict the product of the given reaction. Given the reactants NC1C=CC(N2CCC[C@H](C(N3CCN(C)CC3)=O)C2)=CC=1OC.[CH3:25][O:26][C:27]1[CH:28]=[C:29]([N:36]2[CH2:41][CH2:40][CH:39]([N:42]3[CH2:46][CH2:45][C@@H:44]([OH:47])[CH2:43]3)[CH2:38][CH2:37]2)[CH:30]=[CH:31][C:32]=1[N+:33]([O-])=O, predict the reaction product. The product is: [NH2:33][C:32]1[CH:31]=[CH:30][C:29]([N:36]2[CH2:41][CH2:40][CH:39]([N:42]3[CH2:46][CH2:45][C@@H:44]([OH:47])[CH2:43]3)[CH2:38][CH2:37]2)=[CH:28][C:27]=1[O:26][CH3:25].